Task: Predict the reaction yield, written as a fraction of the theoretical maximum amount of product (1.0 means a 100% yield; for example, 0.34 means a 34% yield).. Dataset: Reaction yield outcomes from USPTO patents with 853,638 reactions (1) The catalyst is C(Cl)Cl. The reactants are [Cl:1][C:2]1[CH:7]=[CH:6][C:5]([S:8](Cl)(=[O:10])=[O:9])=[CH:4][C:3]=1[N+:12]([O-:14])=[O:13].[NH2:15][C:16]1[CH:21]=[CH:20][CH:19]=[CH:18][CH:17]=1.N1C=CC=CC=1. The yield is 0.620. The product is [Cl:1][C:2]1[CH:7]=[CH:6][C:5]([S:8]([NH:15][C:16]2[CH:21]=[CH:20][CH:19]=[CH:18][CH:17]=2)(=[O:10])=[O:9])=[CH:4][C:3]=1[N+:12]([O-:14])=[O:13]. (2) The reactants are [C:1]1([C:7]2([C:10]#N)[CH2:9][CH2:8]2)[CH:6]=[CH:5][CH:4]=[CH:3][CH:2]=1.[OH-:12].[K+].[OH-:14].[Na+]. The catalyst is C(O)C. The product is [C:1]1([C:7]2([C:10]([OH:14])=[O:12])[CH2:9][CH2:8]2)[CH:6]=[CH:5][CH:4]=[CH:3][CH:2]=1. The yield is 0.950. (3) The reactants are F[C:2]1[C:3]([N+:8]([O-:10])=[O:9])=[N:4][CH:5]=[CH:6][CH:7]=1.[CH3:11][C:12]1([NH:18][C:19](=[O:25])[O:20][C:21]([CH3:24])([CH3:23])[CH3:22])[CH2:17][CH2:16][NH:15][CH2:14][CH2:13]1.C(N(CC)CC)C. The catalyst is O1CCOCC1. The product is [CH3:11][C:12]1([NH:18][C:19](=[O:25])[O:20][C:21]([CH3:24])([CH3:23])[CH3:22])[CH2:13][CH2:14][N:15]([C:2]2[C:3]([N+:8]([O-:10])=[O:9])=[N:4][CH:5]=[CH:6][CH:7]=2)[CH2:16][CH2:17]1. The yield is 1.00.